From a dataset of Retrosynthesis with 50K atom-mapped reactions and 10 reaction types from USPTO. Predict the reactants needed to synthesize the given product. (1) The reactants are: NC1CCOCC1.O=C(O)c1ccn2c(CC3CCC(F)(F)CC3)c(C(F)(F)F)nc2c1Cl. Given the product O=C(NC1CCOCC1)c1ccn2c(CC3CCC(F)(F)CC3)c(C(F)(F)F)nc2c1Cl, predict the reactants needed to synthesize it. (2) Given the product CC(C)(C)OC(=O)N1CCCC(n2nc(I)c3c(N)ncnc32)C1, predict the reactants needed to synthesize it. The reactants are: CC(C)(C)OC(=O)OC(=O)OC(C)(C)C.Nc1ncnc2c1c(I)nn2C1CCCNC1.